This data is from Full USPTO retrosynthesis dataset with 1.9M reactions from patents (1976-2016). The task is: Predict the reactants needed to synthesize the given product. (1) Given the product [F:1][C:2]1[CH:7]=[CH:6][CH:5]=[CH:4][C:3]=1[S:8]([NH:11][C:12]1[CH:17]=[CH:16][CH:15]=[CH:14][C:13]=1[CH:18]1[CH2:27][C:26]([CH3:28])([CH3:29])[C:25]2[C:20](=[CH:21][CH:22]=[C:23]([C:30]([OH:32])=[O:31])[CH:24]=2)[NH:19]1)(=[O:10])=[O:9], predict the reactants needed to synthesize it. The reactants are: [F:1][C:2]1[CH:7]=[CH:6][CH:5]=[CH:4][C:3]=1[S:8]([NH:11][C:12]1[CH:17]=[CH:16][CH:15]=[CH:14][C:13]=1[CH:18]1[CH2:27][C:26]([CH3:29])([CH3:28])[C:25]2[C:20](=[CH:21][CH:22]=[C:23]([C:30]([O:32]CC)=[O:31])[CH:24]=2)[NH:19]1)(=[O:10])=[O:9].O.[OH-].[Li+].[OH-].[Na+]. (2) The reactants are: [F:1][C:2]1[C:10]([CH3:11])=[CH:9][CH:8]=[CH:7][C:3]=1[C:4]([OH:6])=O.[F:12][C:13]1([F:28])[CH2:18][CH2:17][C:16]([CH2:26][NH2:27])([C:19]2[CH:20]=[N:21][C:22]([F:25])=[CH:23][CH:24]=2)[CH2:15][CH2:14]1. Given the product [F:28][C:13]1([F:12])[CH2:14][CH2:15][C:16]([CH2:26][NH:27][C:4](=[O:6])[C:3]2[CH:7]=[CH:8][CH:9]=[C:10]([CH3:11])[C:2]=2[F:1])([C:19]2[CH:20]=[N:21][C:22]([F:25])=[CH:23][CH:24]=2)[CH2:17][CH2:18]1, predict the reactants needed to synthesize it. (3) Given the product [CH3:45][N:46]1[CH2:50][CH2:49][CH2:48][CH:47]1[CH2:51][CH2:52][NH:53][C:9]([C:11]1[N:12]([CH3:33])[C:13]2[C:21]([C:22]=1[Br:23])=[C:20]1[C:16]([C:17](=[O:25])[NH:18][C:19]1=[O:24])=[C:15]([C:26]1[CH:31]=[CH:30][CH:29]=[CH:28][C:27]=1[Cl:32])[CH:14]=2)=[O:8], predict the reactants needed to synthesize it. The reactants are: FC1C([O:8][C:9]([C:11]2[N:12]([CH3:33])[C:13]3[C:21]([C:22]=2[Br:23])=[C:20]2[C:16]([C:17](=[O:25])[NH:18][C:19]2=[O:24])=[C:15]([C:26]2[CH:31]=[CH:30][CH:29]=[CH:28][C:27]=2[Cl:32])[CH:14]=3)=O)=C(F)C(F)=C(F)C=1F.C(N(CC)CC)C.[CH3:45][N:46]1[CH2:50][CH2:49][CH2:48][CH:47]1[CH2:51][CH2:52][NH2:53].O.